Dataset: Forward reaction prediction with 1.9M reactions from USPTO patents (1976-2016). Task: Predict the product of the given reaction. (1) Given the reactants [F:1][C:2]1[CH:7]=[CH:6][C:5]([C:8]2[O:23][C:11]3=[N:12][C:13]([N:17]([CH3:22])[S:18]([CH3:21])(=[O:20])=[O:19])=[C:14](I)[CH:15]=[C:10]3[C:9]=2[C:24]([NH:26][CH3:27])=[O:25])=[CH:4][CH:3]=1.[B:28]([OH:33])([OH:32])B(O)O.CC([O-])=O.[K+], predict the reaction product. The product is: [F:1][C:2]1[CH:7]=[CH:6][C:5]([C:8]2[O:23][C:11]3=[N:12][C:13]([N:17]([CH3:22])[S:18]([CH3:21])(=[O:20])=[O:19])=[C:14]([B:28]([OH:33])[OH:32])[CH:15]=[C:10]3[C:9]=2[C:24](=[O:25])[NH:26][CH3:27])=[CH:4][CH:3]=1. (2) Given the reactants [CH:1]1([CH2:6][CH:7]([C:16]2[CH:21]=[CH:20][C:19]([O:22]C)=[C:18]([F:24])[CH:17]=2)[C:8]([NH:10][C:11]2[S:12][CH:13]=[CH:14][N:15]=2)=[O:9])[CH2:5][CH2:4][CH2:3][CH2:2]1.B(Br)(Br)Br, predict the reaction product. The product is: [CH:1]1([CH2:6][CH:7]([C:16]2[CH:21]=[CH:20][C:19]([OH:22])=[C:18]([F:24])[CH:17]=2)[C:8]([NH:10][C:11]2[S:12][CH:13]=[CH:14][N:15]=2)=[O:9])[CH2:5][CH2:4][CH2:3][CH2:2]1. (3) Given the reactants [C:1]([O:5][C:6](=[O:25])[NH:7][C:8]1[CH:13]=[C:12]([O:14][CH2:15][C:16]([F:19])([F:18])[F:17])[C:11]([C:20]([F:23])([F:22])[F:21])=[CH:10][C:9]=1[NH2:24])([CH3:4])([CH3:3])[CH3:2].C([O:30][C:31](=O)[CH2:32][C:33](=[O:46])[C:34]1[CH:39]=[CH:38][CH:37]=[C:36]([C:40]2[CH:45]=[N:44][CH:43]=[CH:42][N:41]=2)[CH:35]=1)(C)(C)C, predict the reaction product. The product is: [C:1]([O:5][C:6](=[O:25])[NH:7][C:8]1[CH:13]=[C:12]([O:14][CH2:15][C:16]([F:18])([F:17])[F:19])[C:11]([C:20]([F:22])([F:23])[F:21])=[CH:10][C:9]=1[NH:24][C:31](=[O:30])[CH2:32][C:33](=[O:46])[C:34]1[CH:39]=[CH:38][CH:37]=[C:36]([C:40]2[CH:45]=[N:44][CH:43]=[CH:42][N:41]=2)[CH:35]=1)([CH3:4])([CH3:2])[CH3:3]. (4) Given the reactants [Cl:1][C:2]1[CH:3]=[C:4]([CH:9]=[CH:10][C:11]=1[O:12][CH:13]1[CH2:18][CH2:17][N:16]([CH2:19][C:20]2[CH:25]=[CH:24][C:23]([O:26][CH3:27])=[CH:22][CH:21]=2)[CH2:15][CH2:14]1)[C:5]([O:7]C)=[O:6].[OH-].[Na+].Cl, predict the reaction product. The product is: [Cl:1][C:2]1[CH:3]=[C:4]([CH:9]=[CH:10][C:11]=1[O:12][CH:13]1[CH2:14][CH2:15][N:16]([CH2:19][C:20]2[CH:21]=[CH:22][C:23]([O:26][CH3:27])=[CH:24][CH:25]=2)[CH2:17][CH2:18]1)[C:5]([OH:7])=[O:6]. (5) Given the reactants [ClH:1].Br[C:3]1[C@H:4]([CH2:18][NH:19]C(=O)OC(C)(C)C)[O:5][B:6]2[C:15]3[C:14]=1[CH:13]=[CH:12][O:11][CH2:10][C:9]=3[C:8](C)(C)[O:7]2, predict the reaction product. The product is: [ClH:1].[Cl:1][C:3]1[C@H:4]([CH2:18][NH2:19])[O:5][B:6]2[C:15]3[C:14]=1[CH:13]=[CH:12][O:11][CH2:10][C:9]=3[CH2:8][O:7]2. (6) Given the reactants C([N:5]1[C:17]2[C:16]3[N:15]=[CH:14][CH:13]=[CH:12][C:11]=3[N:10]([S:18]([C:21]3[CH:26]=[CH:25][C:24]([C:27]([F:30])([F:29])[F:28])=[CH:23][CH:22]=3)(=[O:20])=[O:19])[CH:9]([CH:31]3[CH2:33][CH2:32]3)[C:8]=2[CH:7]=[N:6]1)(C)(C)C, predict the reaction product. The product is: [CH:31]1([CH:9]2[C:8]3=[CH:7][NH:6][N:5]=[C:17]3[C:16]3[N:15]=[CH:14][CH:13]=[CH:12][C:11]=3[N:10]2[S:18]([C:21]2[CH:26]=[CH:25][C:24]([C:27]([F:30])([F:29])[F:28])=[CH:23][CH:22]=2)(=[O:20])=[O:19])[CH2:32][CH2:33]1. (7) Given the reactants [N:1]([CH:4]1[CH2:9][CH2:8][CH2:7][C:6]([CH2:10][CH3:11])=[CH:5]1)=[N+]=[N-].C1(P(C2C=CC=CC=2)C2C=CC=CC=2)C=CC=CC=1.[OH-].[K+], predict the reaction product. The product is: [CH2:10]([C:6]1[CH2:7][CH2:8][CH2:9][CH:4]([NH2:1])[CH:5]=1)[CH3:11]. (8) Given the reactants [CH:1]1([C:4](Cl)=[O:5])[CH2:3][CH2:2]1.[NH2:7][C:8]1[CH:31]=[CH:30][C:11]([C:12]([C:14]2[CH:19]=[CH:18][C:17]([NH:20][C:21](=[O:29])[C:22]3[CH:27]=[CH:26][C:25]([F:28])=[CH:24][CH:23]=3)=[CH:16][CH:15]=2)=[O:13])=[CH:10][CH:9]=1.N1C=CC=CC=1, predict the reaction product. The product is: [CH:1]1([C:4]([NH:7][C:8]2[CH:9]=[CH:10][C:11]([C:12]([C:14]3[CH:15]=[CH:16][C:17]([NH:20][C:21](=[O:29])[C:22]4[CH:27]=[CH:26][C:25]([F:28])=[CH:24][CH:23]=4)=[CH:18][CH:19]=3)=[O:13])=[CH:30][CH:31]=2)=[O:5])[CH2:3][CH2:2]1. (9) Given the reactants [CH3:1][CH:2]([O:4][C:5]1[CH:13]=[CH:12][C:8]([C:9]([OH:11])=O)=[CH:7][C:6]=1[O:14][CH3:15])[CH3:3].CN(C(ON1N=NC2C=CC=NC1=2)=[N+](C)C)C.F[P-](F)(F)(F)(F)F.CCN(C(C)C)C(C)C.O[NH:50][C:51]([C:53]1[C:54]2[CH:55]=[CH:56][N:57]=[CH:58][C:59]=2[CH:60]=[CH:61][CH:62]=1)=[NH:52], predict the reaction product. The product is: [CH3:3][CH:2]([O:4][C:5]1[CH:13]=[CH:12][C:8]([C:9]2[O:11][N:52]=[C:51]([C:53]3[CH:62]=[CH:61][CH:60]=[C:59]4[C:54]=3[CH:55]=[CH:56][N:57]=[CH:58]4)[N:50]=2)=[CH:7][C:6]=1[O:14][CH3:15])[CH3:1].